Predict the product of the given reaction. From a dataset of Forward reaction prediction with 1.9M reactions from USPTO patents (1976-2016). Given the reactants [C:1]([C:3]1[CH:8]=[CH:7][C:6]([CH2:9][CH2:10][N:11]([CH2:17][S:18]([C:21]2[CH:26]=[CH:25][CH:24]=[C:23]([Cl:27])[C:22]=2[Cl:28])(=[O:20])=[O:19])[CH:12]2[CH2:16][CH2:15][CH2:14][CH2:13]2)=[CH:5][CH:4]=1)#[N:2].CNC=[O:32].[S].[CH2:34]([NH2:37])[CH2:35]N, predict the reaction product. The product is: [Cl:28][C:22]1[C:23]([Cl:27])=[CH:24][CH:25]=[CH:26][C:21]=1[S:18]([CH2:17][NH:11][CH:12]1[CH2:13][CH2:14][CH2:15][CH2:16]1)(=[O:19])=[O:20].[NH:37]1[CH2:34][CH2:35][N:2]=[C:1]1[C:3]1[CH:4]=[CH:5][C:6]([CH2:9][CH2:10][N:11]([CH3:12])[CH:17]=[O:32])=[CH:7][CH:8]=1.